From a dataset of Forward reaction prediction with 1.9M reactions from USPTO patents (1976-2016). Predict the product of the given reaction. (1) Given the reactants [CH3:1][S:2]([N:5]1[CH2:14][CH2:13][C:12]2[C:7](=[CH:8][CH:9]=[C:10]([O:15][CH2:16][CH2:17][CH2:18][C:19]3[CH:26]=[CH:25][C:22]([C:23]#[N:24])=[CH:21][CH:20]=3)[CH:11]=2)[CH2:6]1)(=[O:4])=[O:3].[NH4+].[Cl-].[N-:29]=[N+:30]=[N-:31].[Na+].CN(C=O)C, predict the reaction product. The product is: [N:24]1[NH:29][N:30]=[N:31][C:23]=1[C:22]1[CH:21]=[CH:20][C:19]([CH2:18][CH2:17][CH2:16][O:15][C:10]2[CH:11]=[C:12]3[C:7](=[CH:8][CH:9]=2)[CH2:6][N:5]([S:2]([CH3:1])(=[O:4])=[O:3])[CH2:14][CH2:13]3)=[CH:26][CH:25]=1. (2) Given the reactants Br[C:2]1[CH:3]=[N:4][N:5]2[C:10]([O:11][CH3:12])=[C:9]([CH2:13][CH3:14])[C:8]([CH3:15])=[N:7][C:6]=12.CC1(C)C(C)(C)OB([C:24]2[CH:25]=[N:26][N:27]([CH2:29][O:30][CH2:31][CH2:32][Si:33]([CH3:36])([CH3:35])[CH3:34])[CH:28]=2)O1.C([O-])([O-])=O.[Cs+].[Cs+], predict the reaction product. The product is: [CH2:13]([C:9]1[C:8]([CH3:15])=[N:7][C:6]2[N:5]([N:4]=[CH:3][C:2]=2[C:24]2[CH:25]=[N:26][N:27]([CH2:29][O:30][CH2:31][CH2:32][Si:33]([CH3:36])([CH3:35])[CH3:34])[CH:28]=2)[C:10]=1[O:11][CH3:12])[CH3:14].